Dataset: Forward reaction prediction with 1.9M reactions from USPTO patents (1976-2016). Task: Predict the product of the given reaction. (1) Given the reactants [OH:1][C:2]1[CH:10]=[CH:9][C:5]([C:6]([OH:8])=O)=[CH:4][N:3]=1.Cl.[O:12]([CH2:19][C@@H:20]1[CH2:25][CH2:24][C@H:23]([CH2:26][NH2:27])[CH2:22][CH2:21]1)[C:13]1[CH:18]=[CH:17][CH:16]=[CH:15][CH:14]=1, predict the reaction product. The product is: [OH:1][C:2]1[CH:10]=[CH:9][C:5]([C:6]([NH:27][CH2:26][C@H:23]2[CH2:22][CH2:21][C@@H:20]([CH2:19][O:12][C:13]3[CH:14]=[CH:15][CH:16]=[CH:17][CH:18]=3)[CH2:25][CH2:24]2)=[O:8])=[CH:4][N:3]=1. (2) Given the reactants Br[C:2]1[CH:3]=[C:4]([CH:8]=[CH:9][C:10]=1[O:11][C:12]1[CH:17]=[CH:16][C:15]([Cl:18])=[C:14]([Cl:19])[CH:13]=1)[C:5]([OH:7])=[O:6].[CH2:20]([Zn]CC)[CH3:21].CCCCCC, predict the reaction product. The product is: [Cl:19][C:14]1[CH:13]=[C:12]([CH:17]=[CH:16][C:15]=1[Cl:18])[O:11][C:10]1[CH:9]=[CH:8][C:4]([C:5]([OH:7])=[O:6])=[CH:3][C:2]=1[CH2:20][CH3:21]. (3) Given the reactants S(OC(P(=O)(OCC)OCC)[C:4]1[CH:10]=[CH:9]C=[CH:6][CH:5]=1)([C:4]1[CH:10]=[CH:9]C(C)=[CH:6][CH:5]=1)(=O)=O.[O-]CC.[Na+].[NH4+].[Cl-].[CH3:33][CH2:34][O:35][C:36]([CH3:38])=[O:37].CCCCCC, predict the reaction product. The product is: [C:36]([O:35][CH2:34][CH3:33])(=[O:37])[C:38]1[CH:9]=[CH:10][CH:4]=[CH:5][CH:6]=1.